Dataset: Catalyst prediction with 721,799 reactions and 888 catalyst types from USPTO. Task: Predict which catalyst facilitates the given reaction. (1) Reactant: CN(C)CCNC.C([Li])CCC.[F:13][C:14]1[CH:21]=[CH:20][C:17]([CH:18]=[O:19])=[CH:16][C:15]=1[O:22][CH3:23].[Cl:24]C(Cl)(Cl)C(Cl)(Cl)Cl. Product: [Cl:24][C:16]1[C:15]([O:22][CH3:23])=[C:14]([F:13])[CH:21]=[CH:20][C:17]=1[CH:18]=[O:19]. The catalyst class is: 1. (2) Reactant: [Cl:1][C:2]1[CH:7]=[CH:6][C:5]([C:8]2[N:12]([C:13]3[CH:18]=[CH:17][C:16]([S:19]([NH2:22])(=[O:21])=[O:20])=[CH:15][CH:14]=3)[N:11]=[C:10](CC#N)[CH:9]=2)=[CH:4][CH:3]=1.Cl.[Li+].[OH-:28].[CH2:29]([OH:31])[CH3:30]. Product: [NH2:22][S:19]([C:16]1[CH:17]=[CH:18][C:13]([N:12]2[C:8]([C:5]3[CH:6]=[CH:7][C:2]([Cl:1])=[CH:3][CH:4]=3)=[CH:9][C:10]([CH2:30][C:29]([OH:28])=[O:31])=[N:11]2)=[CH:14][CH:15]=1)(=[O:21])=[O:20]. The catalyst class is: 6. (3) Reactant: I[Si](C)(C)C.C(OC([NH:13][CH2:14][C:15]([O:17][C@@H:18]1[C@H:35]([O:36][C:37](=[O:39])[CH3:38])[C:34]2[C:33]3[N:32]([CH3:40])[C:31]4[N:30]=[C:29]5[CH:41]=[CH:42][CH:43]=[CH:44][C:28]5=[CH:27][C:26]=4[C:25](=[O:45])[C:24]=3[C:23]([O:46][CH3:47])=[CH:22][C:21]=2[O:20][C:19]1([CH3:49])[CH3:48])=[O:16])=O)(C)(C)C. Product: [NH2:13][CH2:14][C:15]([O:17][C@@H:18]1[C@H:35]([O:36][C:37](=[O:39])[CH3:38])[C:34]2[C:33]3[N:32]([CH3:40])[C:31]4[N:30]=[C:29]5[CH:41]=[CH:42][CH:43]=[CH:44][C:28]5=[CH:27][C:26]=4[C:25](=[O:45])[C:24]=3[C:23]([O:46][CH3:47])=[CH:22][C:21]=2[O:20][C:19]1([CH3:49])[CH3:48])=[O:16]. The catalyst class is: 22. (4) Reactant: [C:1]1([CH2:7][O:8][C:9]2[CH:10]=[C:11]([CH:14]=[CH:15][CH:16]=2)[CH:12]=O)[CH:6]=[CH:5][CH:4]=[CH:3][CH:2]=1.[C:17]([CH2:19][C:20]([O:22]CC)=O)#[N:18].Cl.[NH2:26][C:27]([NH2:29])=[NH:28].C(=O)([O-])[O-].[K+].[K+]. Product: [NH2:29][C:27]1[N:28]=[C:20]([OH:22])[C:19]([C:17]#[N:18])=[C:12]([C:11]2[CH:14]=[CH:15][CH:16]=[C:9]([O:8][CH2:7][C:1]3[CH:6]=[CH:5][CH:4]=[CH:3][CH:2]=3)[CH:10]=2)[N:26]=1. The catalyst class is: 8. (5) Reactant: CC1(C)[O:7][C:6](=[O:8])[CH:5]([CH2:9][C:10]2[CH:15]=[CH:14][C:13]([C:16]([F:19])([F:18])[F:17])=[CH:12][CH:11]=2)[C:4](=[O:20])[O:3]1. Product: [F:17][C:16]([F:18])([F:19])[C:13]1[CH:14]=[CH:15][C:10]([CH2:9][CH:5]([C:6]([OH:8])=[O:7])[C:4]([OH:20])=[O:3])=[CH:11][CH:12]=1. The catalyst class is: 484.